Dataset: Catalyst prediction with 721,799 reactions and 888 catalyst types from USPTO. Task: Predict which catalyst facilitates the given reaction. (1) Reactant: [S:1]1[C:5]2[CH:6]=[CH:7][CH:8]=[CH:9][C:4]=2[N:3]=[C:2]1[NH:10][C:11]1[CH:16]=[CH:15][C:14]([OH:17])=[CH:13][CH:12]=1.Cl[C:19]1[C:20]([C:25]2(C(OC)=O)[CH2:30][CH2:29][O:28][CH2:27][CH2:26]2)=[N:21][CH:22]=[CH:23][N:24]=1.[C:35](=O)([O-])[O-].[Cs+].[Cs+].O. Product: [CH3:35][N:10]([C:11]1[CH:16]=[CH:15][C:14]([O:17][C:19]2[C:20]([CH:25]3[CH2:30][CH2:29][O:28][CH2:27][CH2:26]3)=[N:21][CH:22]=[CH:23][N:24]=2)=[CH:13][CH:12]=1)[C:2]1[S:1][C:5]2[CH:6]=[CH:7][CH:8]=[CH:9][C:4]=2[N:3]=1. The catalyst class is: 550. (2) Reactant: [OH:1][C:2]1[CH:7]=[CH:6][CH:5]=[CH:4][C:3]=1[C:8]1([NH:11][C:12]2[C:13](=[O:29])[N:14]([C:18]3[CH:19]=[C:20]([CH:25]=[CH:26][C:27]=3[CH3:28])[C:21]([O:23][CH3:24])=[O:22])[CH:15]=[CH:16][N:17]=2)[CH2:10][CH2:9]1.C(=O)([O-])[O-].[K+].[K+].Br[CH2:37][CH2:38][Cl:39]. Product: [Cl:39][CH2:38][CH2:37][O:1][C:2]1[CH:7]=[CH:6][CH:5]=[CH:4][C:3]=1[C:8]1([NH:11][C:12]2[C:13](=[O:29])[N:14]([C:18]3[CH:19]=[C:20]([CH:25]=[CH:26][C:27]=3[CH3:28])[C:21]([O:23][CH3:24])=[O:22])[CH:15]=[CH:16][N:17]=2)[CH2:9][CH2:10]1. The catalyst class is: 10. (3) Reactant: [S:1]1[CH:5]=[CH:4][N:3]=[C:2]1[NH:6][C:7](=[O:13])[O:8][C:9]([CH3:12])([CH3:11])[CH3:10].C([Li])CCC.[CH2:19]([Sn:23](Cl)([CH2:28][CH2:29][CH2:30][CH3:31])[CH2:24][CH2:25][CH2:26][CH3:27])[CH2:20][CH2:21][CH3:22]. Product: [CH2:28]([Sn:23]([CH2:19][CH2:20][CH2:21][CH3:22])([CH2:24][CH2:25][CH2:26][CH3:27])[C:5]1[S:1][C:2]([NH:6][C:7](=[O:13])[O:8][C:9]([CH3:10])([CH3:12])[CH3:11])=[N:3][CH:4]=1)[CH2:29][CH2:30][CH3:31]. The catalyst class is: 1. (4) Product: [Cl:1][C:2]1[CH:3]=[CH:4][C:5]([C@@H:8]([NH:16][C:40]([C:25]2([NH:24][C:22](=[O:23])[O:21][C:17]([CH3:19])([CH3:18])[CH3:20])[CH2:26][CH2:27][N:28]([C:31]3[C:32]4[CH:39]=[CH:38][NH:37][C:33]=4[N:34]=[CH:35][N:36]=3)[CH2:29][CH2:30]2)=[O:41])[CH2:9][CH2:10][N:11]([CH2:14][CH3:15])[CH2:12][CH3:13])=[CH:6][CH:7]=1. Reactant: [Cl:1][C:2]1[CH:7]=[CH:6][C:5]([C@@H:8]([NH2:16])[CH2:9][CH2:10][N:11]([CH2:14][CH3:15])[CH2:12][CH3:13])=[CH:4][CH:3]=1.[C:17]([O:21][C:22]([NH:24][C:25]1([C:40](O)=[O:41])[CH2:30][CH2:29][N:28]([C:31]2[C:32]3[CH:39]=[CH:38][NH:37][C:33]=3[N:34]=[CH:35][N:36]=2)[CH2:27][CH2:26]1)=[O:23])([CH3:20])([CH3:19])[CH3:18].CCN(C(C)C)C(C)C.F[P-](F)(F)(F)(F)F.N1(OC(N(C)C)=[N+](C)C)C2N=CC=CC=2N=N1. The catalyst class is: 474. (5) Reactant: [CH2:1]([C@H:8]([NH:24][C:25](=[O:41])[C:26]1[CH:31]=[C:30]([N:32]2[CH2:36][CH2:35][CH2:34][C:33]2=[O:37])[CH:29]=[C:28]([N+:38]([O-])=O)[CH:27]=1)[C@H:9]([OH:23])[CH2:10][NH:11][C@H:12]([C:14](=[O:22])[NH:15][CH:16]1[CH2:21][CH2:20][CH2:19][CH2:18][CH2:17]1)[CH3:13])[C:2]1[CH:7]=[CH:6][CH:5]=[CH:4][CH:3]=1.CCO. Product: [NH2:38][C:28]1[CH:27]=[C:26]([CH:31]=[C:30]([N:32]2[CH2:36][CH2:35][CH2:34][C:33]2=[O:37])[CH:29]=1)[C:25]([NH:24][C@@H:8]([CH2:1][C:2]1[CH:3]=[CH:4][CH:5]=[CH:6][CH:7]=1)[C@H:9]([OH:23])[CH2:10][NH:11][C@H:12]([C:14](=[O:22])[NH:15][CH:16]1[CH2:21][CH2:20][CH2:19][CH2:18][CH2:17]1)[CH3:13])=[O:41]. The catalyst class is: 386.